Dataset: Cav3 T-type calcium channel HTS with 100,875 compounds. Task: Binary Classification. Given a drug SMILES string, predict its activity (active/inactive) in a high-throughput screening assay against a specified biological target. (1) The compound is Clc1c(N2CCc3c(sc(N)c3C(OC)=O)C2)ncc(c1)C(F)(F)F. The result is 0 (inactive). (2) The drug is S(CC(=O)N1CCCc2c1cccc2)c1n(\c([nH]n1)=C1\c2c(N=C1)cccc2)CC. The result is 0 (inactive). (3) The compound is Clc1c(Cn2c(N3CCOCC3)nc3n(c(=O)n(c(=O)c23)C)C)c(F)ccc1. The result is 0 (inactive).